From a dataset of Forward reaction prediction with 1.9M reactions from USPTO patents (1976-2016). Predict the product of the given reaction. (1) Given the reactants Cl.[NH2:2][CH2:3][C:4]1[CH:5]=[C:6]2[C:10](=[CH:11][CH:12]=1)[C:9](=[O:13])[N:8]([CH:14]1[CH2:19][CH2:18][C:17](=[O:20])[NH:16][C:15]1=[O:21])[C:7]2=[O:22].[C:23]([CH2:27][C:28](Cl)=[O:29])([CH3:26])([CH3:25])[CH3:24].CCN(C(C)C)C(C)C, predict the reaction product. The product is: [O:21]=[C:15]1[CH:14]([N:8]2[C:7](=[O:22])[C:6]3[C:10](=[CH:11][CH:12]=[C:4]([CH2:3][NH:2][C:28](=[O:29])[CH2:27][C:23]([CH3:26])([CH3:25])[CH3:24])[CH:5]=3)[C:9]2=[O:13])[CH2:19][CH2:18][C:17](=[O:20])[NH:16]1. (2) Given the reactants [H-].[Na+].[C:3]([CH2:5][C:6]([O:8][CH2:9][CH3:10])=[O:7])#[N:4].[CH3:11][C:12]1[CH:17]=[C:16]([N+:18]([O-:20])=[O:19])[CH:15]=[CH:14][C:13]=1F.Cl, predict the reaction product. The product is: [CH3:11][C:12]1[CH:17]=[C:16]([N+:18]([O-:20])=[O:19])[CH:15]=[CH:14][C:13]=1[CH:5]([C:3]#[N:4])[C:6]([O:8][CH2:9][CH3:10])=[O:7]. (3) Given the reactants C(N(CC)CC)C.[F:15][C:14]([F:17])([F:16])[C:13](O[C:13](=[O:18])[C:14]([F:17])([F:16])[F:15])=[O:18].[CH3:21][N:22]1[CH2:27][CH2:26][CH:25]([C:28]2[CH:40]=[CH:39][C:31]([C:32]([O:34][C:35]([CH3:38])([CH3:37])[CH3:36])=[O:33])=[C:30]([NH:41][CH:42]3[CH2:47][CH2:46][O:45][CH2:44][CH2:43]3)[CH:29]=2)[CH2:24][CH2:23]1.O, predict the reaction product. The product is: [CH3:21][N:22]1[CH2:23][CH2:24][CH:25]([C:28]2[CH:40]=[CH:39][C:31]([C:32]([O:34][C:35]([CH3:38])([CH3:36])[CH3:37])=[O:33])=[C:30]([N:41]([CH:42]3[CH2:47][CH2:46][O:45][CH2:44][CH2:43]3)[C:13](=[O:18])[C:14]([F:15])([F:16])[F:17])[CH:29]=2)[CH2:26][CH2:27]1. (4) Given the reactants [O:1]1[C:5]2[CH:6]=[CH:7][C:8]([CH:10]=[O:11])=[CH:9][C:4]=2[O:3][CH2:2]1.CC(=CC)C.Cl([O-])=[O:18].[Na+].Cl, predict the reaction product. The product is: [O:1]1[C:5]2[CH:6]=[CH:7][C:8]([C:10]([OH:18])=[O:11])=[CH:9][C:4]=2[O:3][CH2:2]1. (5) The product is: [CH3:1][C:2]1([CH3:17])[O:7][CH2:6][N:5]([CH2:8][C:9]2[CH:14]=[CH:13][CH:12]=[CH:11][C:10]=2[NH:15][S:27]([C:26]([F:39])([F:38])[F:25])(=[O:29])=[O:28])[C:4](=[O:16])[CH2:3]1. Given the reactants [CH3:1][C:2]1([CH3:17])[O:7][CH2:6][N:5]([CH2:8][C:9]2[CH:14]=[CH:13][CH:12]=[CH:11][C:10]=2[NH2:15])[C:4](=[O:16])[CH2:3]1.C(N(CC)CC)C.[F:25][C:26]([F:39])([F:38])[S:27](O[S:27]([C:26]([F:39])([F:38])[F:25])(=[O:29])=[O:28])(=[O:29])=[O:28].Cl, predict the reaction product. (6) Given the reactants [CH:1]1([C@H:7]([NH:12][C:13]([C:15]2[CH:20]=[CH:19][C:18]([C:21]3[CH:26]=[CH:25][CH:24]=[CH:23][C:22]=3[O:27][CH3:28])=[CH:17][C:16]=2[N+:29]([O-])=O)=[O:14])[C:8]([O:10][CH3:11])=[O:9])[CH2:6][CH2:5][CH2:4][CH2:3][CH2:2]1, predict the reaction product. The product is: [NH2:29][C:16]1[CH:17]=[C:18]([C:21]2[CH:26]=[CH:25][CH:24]=[CH:23][C:22]=2[O:27][CH3:28])[CH:19]=[CH:20][C:15]=1[C:13]([NH:12][C@@H:7]([CH:1]1[CH2:6][CH2:5][CH2:4][CH2:3][CH2:2]1)[C:8]([O:10][CH3:11])=[O:9])=[O:14].